From a dataset of Reaction yield outcomes from USPTO patents with 853,638 reactions. Predict the reaction yield, written as a fraction of the theoretical maximum amount of product (1.0 means a 100% yield; for example, 0.34 means a 34% yield). (1) The reactants are Br[C:2]1[CH:3]=[C:4]([OH:21])[C:5]([C:12]([NH:14][CH2:15][C:16]([O:18]CC)=[O:17])=[O:13])=[C:6]2[C:11]=1[N:10]=[CH:9][CH:8]=[N:7]2.[N+:22]([C:25]1[CH:26]=[C:27](B(O)O)[CH:28]=[CH:29][CH:30]=1)([O-:24])=[O:23].C(=O)([O-])[O-].[K+].[K+].[OH-].[Na+]. The catalyst is O1CCOCC1.O.CO.C1C=CC([P]([Pd]([P](C2C=CC=CC=2)(C2C=CC=CC=2)C2C=CC=CC=2)([P](C2C=CC=CC=2)(C2C=CC=CC=2)C2C=CC=CC=2)[P](C2C=CC=CC=2)(C2C=CC=CC=2)C2C=CC=CC=2)(C2C=CC=CC=2)C2C=CC=CC=2)=CC=1. The product is [OH:21][C:4]1[C:5]([C:12]([NH:14][CH2:15][C:16]([OH:18])=[O:17])=[O:13])=[C:6]2[C:11](=[C:2]([C:29]3[CH:28]=[CH:27][CH:26]=[C:25]([N+:22]([O-:24])=[O:23])[CH:30]=3)[CH:3]=1)[N:10]=[CH:9][CH:8]=[N:7]2. The yield is 0.625. (2) The reactants are [CH3:1][C:2]1[CH:7]=[C:6]([CH3:8])[CH:5]=[CH:4][C:3]=1[N:9]1[CH2:14][CH2:13][N:12]([CH2:15][CH2:16][NH2:17])[CH2:11][CH2:10]1.[C:18]1([N:24]2[C:28]([C:29]3[O:30][CH:31]=[CH:32][CH:33]=3)=[CH:27][C:26]([CH:34]=O)=[N:25]2)[CH:23]=[CH:22][CH:21]=[CH:20][CH:19]=1. No catalyst specified. The product is [CH3:1][C:2]1[CH:7]=[C:6]([CH3:8])[CH:5]=[CH:4][C:3]=1[N:9]1[CH2:14][CH2:13][N:12]([CH2:15][CH2:16][NH:17][CH2:34][C:26]2[CH:27]=[C:28]([C:29]3[O:30][CH:31]=[CH:32][CH:33]=3)[N:24]([C:18]3[CH:23]=[CH:22][CH:21]=[CH:20][CH:19]=3)[N:25]=2)[CH2:11][CH2:10]1. The yield is 0.922. (3) The reactants are [NH:1]1[C:9]2[C:4](=[CH:5][C:6]([C:10]#[N:11])=[CH:7][CH:8]=2)[CH:3]=[N:2]1.CO.[Br:14]Br.Cl. The catalyst is [OH-].[Na+]. The product is [Br:14][C:3]1[C:4]2[C:9](=[CH:8][CH:7]=[C:6]([C:10]#[N:11])[CH:5]=2)[NH:1][N:2]=1. The yield is 0.470. (4) The reactants are [Br:1][C:2]1[CH:10]=[C:9]2[C:5]([CH2:6][C:7]3([CH2:27][CH2:26][CH:25]([O:28][CH3:29])[CH2:24][CH2:23]3)[C:8]2([NH:16][S:17]([C:19]([CH3:22])([CH3:21])[CH3:20])=[O:18])[C:11]([O:13][CH2:14][CH3:15])=C)=[CH:4][CH:3]=1.C[O:31]C1C=CC(P2(SP(C3C=CC(OC)=CC=3)(=S)S2)=S)=CC=1. The catalyst is C1(C)C=CC=CC=1. The product is [Br:1][C:2]1[CH:10]=[C:9]2[C:5]([CH2:6][C:7]3([CH2:27][CH2:26][CH:25]([O:28][CH3:29])[CH2:24][CH2:23]3)[C:8]2([NH:16][S:17]([C:19]([CH3:21])([CH3:22])[CH3:20])=[O:18])[C:11]([O:13][CH2:14][CH3:15])=[O:31])=[CH:4][CH:3]=1. The yield is 0.840. (5) The reactants are [OH:1][C@H:2]([C:35]1[CH:40]=[CH:39][CH:38]=[CH:37][CH:36]=1)[C@H:3]1[CH2:7][CH2:6][C@@H:5]([CH2:8][C:9]2[CH:14]=[CH:13][C:12]([C:15]([N:17]3[CH2:27][CH2:26][C:20]4([C:24](=[O:25])[O:23][CH2:22][CH2:21]4)[CH2:19][CH2:18]3)=[O:16])=[CH:11][CH:10]=2)[N:4]1C(OC(C)(C)C)=O.FC(F)(F)C(O)=O. The catalyst is ClCCl. The product is [OH:1][C@H:2]([C:35]1[CH:36]=[CH:37][CH:38]=[CH:39][CH:40]=1)[C@@H:3]1[NH:4][C@H:5]([CH2:8][C:9]2[CH:14]=[CH:13][C:12]([C:15]([N:17]3[CH2:18][CH2:19][C:20]4([C:24](=[O:25])[O:23][CH2:22][CH2:21]4)[CH2:26][CH2:27]3)=[O:16])=[CH:11][CH:10]=2)[CH2:6][CH2:7]1. The yield is 0.800.